Dataset: Forward reaction prediction with 1.9M reactions from USPTO patents (1976-2016). Task: Predict the product of the given reaction. (1) Given the reactants [CH:1]([CH:3]1[CH2:8][CH2:7][N:6]([C:9]([O:11][C:12]([CH3:15])([CH3:14])[CH3:13])=[O:10])[CH2:5][CH2:4]1)=O.[C:16]([CH2:18][C:19]([O:21][CH2:22][CH3:23])=[O:20])#[N:17].C(O)(=O)C.C([O-])(=O)C.[NH4+], predict the reaction product. The product is: [C:16]([C:18]([C:19]([O:21][CH2:22][CH3:23])=[O:20])=[CH:1][CH:3]1[CH2:8][CH2:7][N:6]([C:9]([O:11][C:12]([CH3:15])([CH3:14])[CH3:13])=[O:10])[CH2:5][CH2:4]1)#[N:17]. (2) Given the reactants [Br:1][C:2]1[CH:7]=[CH:6][C:5]([S:8](Cl)(=[O:10])=[O:9])=[CH:4][CH:3]=1.[NH:12]1[CH2:16][CH2:15][CH2:14][CH2:13]1, predict the reaction product. The product is: [Br:1][C:2]1[CH:7]=[CH:6][C:5]([S:8]([N:12]2[CH2:16][CH2:15][CH2:14][CH2:13]2)(=[O:10])=[O:9])=[CH:4][CH:3]=1. (3) Given the reactants [CH3:1][C:2]1[CH:3]=[CH:4][C:5]([NH:15][C:16]2[C:21]([C:22]([F:25])([F:24])[F:23])=[CH:20][CH:19]=[CH:18][C:17]=2[F:26])=[C:6]([CH2:8][C:9]([O:11]C(C)C)=[O:10])[CH:7]=1, predict the reaction product. The product is: [CH3:1][C:2]1[CH:3]=[CH:4][C:5]([NH:15][C:16]2[C:21]([C:22]([F:23])([F:24])[F:25])=[CH:20][CH:19]=[CH:18][C:17]=2[F:26])=[C:6]([CH2:8][C:9]([OH:11])=[O:10])[CH:7]=1. (4) Given the reactants [Cl:1][C:2]1[CH:3]=[C:4]2[C:8](=[C:9]([NH:11][CH:12]3[CH2:16][CH2:15][CH2:14][CH2:13]3)[CH:10]=1)[NH:7][C:6]([C:17]1[S:18][CH2:19][C@@H:20]([CH2:22][C:23](O)=[O:24])[N:21]=1)=[CH:5]2.C(N(CC)CC)C.C(Cl)(=O)C(C)C.[BH4-].[Na+], predict the reaction product. The product is: [Cl:1][C:2]1[CH:3]=[C:4]2[C:8](=[C:9]([NH:11][CH:12]3[CH2:16][CH2:15][CH2:14][CH2:13]3)[CH:10]=1)[NH:7][C:6]([C:17]1[S:18][CH2:19][C@@H:20]([CH2:22][CH2:23][OH:24])[N:21]=1)=[CH:5]2. (5) Given the reactants [C:1]([S:5]([CH2:8][C@@H:9]([N:12]1[C@H:17]([C:18]2[CH:23]=[CH:22][C:21]([Cl:24])=[CH:20][CH:19]=2)[C@@H:16]([C:25]2[CH:30]=[CH:29][CH:28]=[C:27]([Cl:31])[CH:26]=2)[O:15][C@H:14]([CH2:32][C:33]([NH2:35])=O)[C:13]1=[O:36])[CH2:10][CH3:11])(=[O:7])=[O:6])([CH3:4])([CH3:3])[CH3:2].C(S(C[C@@H](N1[C@H](C2C=CC(Cl)=CC=2)[C@@H](C2C=CC=C(Cl)C=2)O[C@H](CC(O)=O)C1=O)CC)(=O)=O)(C)(C)C, predict the reaction product. The product is: [C:1]([S:5]([CH2:8][C@@H:9]([N:12]1[C@H:17]([C:18]2[CH:23]=[CH:22][C:21]([Cl:24])=[CH:20][CH:19]=2)[C@@H:16]([C:25]2[CH:30]=[CH:29][CH:28]=[C:27]([Cl:31])[CH:26]=2)[O:15][C@H:14]([CH2:32][C:33]#[N:35])[C:13]1=[O:36])[CH2:10][CH3:11])(=[O:7])=[O:6])([CH3:2])([CH3:3])[CH3:4].